This data is from Reaction yield outcomes from USPTO patents with 853,638 reactions. The task is: Predict the reaction yield, written as a fraction of the theoretical maximum amount of product (1.0 means a 100% yield; for example, 0.34 means a 34% yield). The reactants are [F:1][C:2]1[CH:7]=[CH:6][C:5]([N:8]2[C:16]3[C:11](=[CH:12][C:13](N)=[CH:14][CH:15]=3)[CH:10]=[N:9]2)=[CH:4][CH:3]=1.N([O-])=O.[Na+].[I-:22].[K+]. The catalyst is Cl.O. The product is [F:1][C:2]1[CH:7]=[CH:6][C:5]([N:8]2[C:16]3[C:11](=[CH:12][C:13]([I:22])=[CH:14][CH:15]=3)[CH:10]=[N:9]2)=[CH:4][CH:3]=1. The yield is 0.390.